Task: Regression. Given two drug SMILES strings and cell line genomic features, predict the synergy score measuring deviation from expected non-interaction effect.. Dataset: NCI-60 drug combinations with 297,098 pairs across 59 cell lines Drug 1: C1CCC(CC1)NC(=O)N(CCCl)N=O. Drug 2: C1=CC(=CC=C1CCCC(=O)O)N(CCCl)CCCl. Cell line: SNB-19. Synergy scores: CSS=38.8, Synergy_ZIP=-9.85, Synergy_Bliss=-1.45, Synergy_Loewe=0.244, Synergy_HSA=1.55.